From a dataset of Forward reaction prediction with 1.9M reactions from USPTO patents (1976-2016). Predict the product of the given reaction. (1) Given the reactants [CH3:1][N:2]([CH3:21])[C:3]1[CH:20]=[CH:19][C:6]([C:7]([NH:9][C:10]2[CH:18]=[CH:17][C:13]([C:14]([O-:16])=O)=[CH:12][CH:11]=2)=[O:8])=[CH:5][CH:4]=1.[NH2:22][C:23]1[CH:37]=[CH:36][C:26]2[N:27]=[C:28]([NH:30][CH2:31][CH:32]([OH:35])[CH2:33][OH:34])[NH:29][C:25]=2[CH:24]=1, predict the reaction product. The product is: [OH:35][CH:32]([CH2:33][OH:34])[CH2:31][NH:30][C:28]1[NH:27][C:26]2[CH:36]=[CH:37][C:23]([NH:22][C:14](=[O:16])[C:13]3[CH:12]=[CH:11][C:10]([NH:9][C:7](=[O:8])[C:6]4[CH:5]=[CH:4][C:3]([N:2]([CH3:1])[CH3:21])=[CH:20][CH:19]=4)=[CH:18][CH:17]=3)=[CH:24][C:25]=2[N:29]=1. (2) Given the reactants S(Cl)([Cl:3])=O.[Cl:5][C:6]1[CH:11]=[CH:10][C:9]([C:12]2[CH:17]=[CH:16][N:15]=[CH:14][C:13]=2[CH2:18]O)=[CH:8][CH:7]=1, predict the reaction product. The product is: [Cl:3][CH2:18][C:13]1[CH:14]=[N:15][CH:16]=[CH:17][C:12]=1[C:9]1[CH:10]=[CH:11][C:6]([Cl:5])=[CH:7][CH:8]=1.